The task is: Regression. Given two drug SMILES strings and cell line genomic features, predict the synergy score measuring deviation from expected non-interaction effect.. This data is from NCI-60 drug combinations with 297,098 pairs across 59 cell lines. (1) Drug 1: CN(C)C1=NC(=NC(=N1)N(C)C)N(C)C. Drug 2: CC1C(C(=O)NC(C(=O)N2CCCC2C(=O)N(CC(=O)N(C(C(=O)O1)C(C)C)C)C)C(C)C)NC(=O)C3=C4C(=C(C=C3)C)OC5=C(C(=O)C(=C(C5=N4)C(=O)NC6C(OC(=O)C(N(C(=O)CN(C(=O)C7CCCN7C(=O)C(NC6=O)C(C)C)C)C)C(C)C)C)N)C. Cell line: HT29. Synergy scores: CSS=-7.70, Synergy_ZIP=1.99, Synergy_Bliss=0.681, Synergy_Loewe=-8.92, Synergy_HSA=-5.46. (2) Drug 1: C1CN1P(=S)(N2CC2)N3CC3. Drug 2: CC=C1C(=O)NC(C(=O)OC2CC(=O)NC(C(=O)NC(CSSCCC=C2)C(=O)N1)C(C)C)C(C)C. Cell line: A498. Synergy scores: CSS=21.4, Synergy_ZIP=-6.25, Synergy_Bliss=-0.211, Synergy_Loewe=-12.1, Synergy_HSA=0.933.